The task is: Regression. Given a peptide amino acid sequence and an MHC pseudo amino acid sequence, predict their binding affinity value. This is MHC class II binding data.. This data is from Peptide-MHC class II binding affinity with 134,281 pairs from IEDB. (1) The peptide sequence is SRKECPFSNRVWNSF. The binding affinity (normalized) is 0.511. The MHC is HLA-DQA10201-DQB10402 with pseudo-sequence HLA-DQA10201-DQB10402. (2) The peptide sequence is GVTYEIDLTNKN. The MHC is HLA-DQA10401-DQB10402 with pseudo-sequence HLA-DQA10401-DQB10402. The binding affinity (normalized) is 0.0189. (3) The peptide sequence is VLIWVGINTRNMTMSK. The MHC is HLA-DQA10303-DQB10402 with pseudo-sequence HLA-DQA10303-DQB10402. The binding affinity (normalized) is 0.444. (4) The peptide sequence is AISFWFMCSNGSLQCRI. The MHC is DRB1_0701 with pseudo-sequence DRB1_0701. The binding affinity (normalized) is 0. (5) The peptide sequence is EPIAPYHFDLSGHAF. The MHC is DRB1_1302 with pseudo-sequence DRB1_1302. The binding affinity (normalized) is 0.279. (6) The peptide sequence is EVEFIGYGKATLECQ. The MHC is DRB1_0901 with pseudo-sequence DRB1_0901. The binding affinity (normalized) is 0.296.